From a dataset of Catalyst prediction with 721,799 reactions and 888 catalyst types from USPTO. Predict which catalyst facilitates the given reaction. (1) Reactant: [CH3:1][C@@H:2]1[NH:8][CH2:7][C:6]2[CH:9]=[CH:10][C:11]([C:13]([O:15][CH3:16])=[O:14])=[CH:12][C:5]=2[O:4][CH2:3]1.I[C:18]1[CH:23]=[CH:22][CH:21]=[CH:20][CH:19]=1.CC1(C)C2C(=C(P(C3C=CC=CC=3)C3C=CC=CC=3)C=CC=2)OC2C(P(C3C=CC=CC=3)C3C=CC=CC=3)=CC=CC1=2.C([O-])([O-])=O.[Cs+].[Cs+]. Product: [CH3:1][C@@H:2]1[N:8]([C:18]2[CH:23]=[CH:22][CH:21]=[CH:20][CH:19]=2)[CH2:7][C:6]2[CH:9]=[CH:10][C:11]([C:13]([O:15][CH3:16])=[O:14])=[CH:12][C:5]=2[O:4][CH2:3]1. The catalyst class is: 231. (2) Reactant: CS(O[CH:6]([C:8]1[CH:13]=[CH:12][C:11]([N+:14]([O-:16])=[O:15])=[C:10]([CH3:17])[CH:9]=1)[CH3:7])(=O)=O.[F:18][C:19]([F:26])([F:25])[C:20]1[CH:24]=[CH:23][NH:22][N:21]=1.C(=O)([O-])[O-].[K+].[K+].C1OCCOCCOCCOCCOCCOC1. Product: [CH3:17][C:10]1[CH:9]=[C:8]([CH:6]([N:22]2[CH:23]=[CH:24][C:20]([C:19]([F:26])([F:25])[F:18])=[N:21]2)[CH3:7])[CH:13]=[CH:12][C:11]=1[N+:14]([O-:16])=[O:15]. The catalyst class is: 47. (3) Reactant: [CH2:1]([C:3]1[CH:8]=[C:7]([N:9]2[CH:13]=[N:12][N:11]=[N:10]2)[N:6]=[CH:5][C:4]=1[CH2:14][C:15]([O:17]C(C)(C)C)=[O:16])[CH3:2].C1(SC)C=CC=CC=1.C(O)(C(F)(F)F)=O. Product: [CH2:1]([C:3]1[CH:8]=[C:7]([N:9]2[CH:13]=[N:12][N:11]=[N:10]2)[N:6]=[CH:5][C:4]=1[CH2:14][C:15]([OH:17])=[O:16])[CH3:2]. The catalyst class is: 2.